This data is from Reaction yield outcomes from USPTO patents with 853,638 reactions. The task is: Predict the reaction yield, written as a fraction of the theoretical maximum amount of product (1.0 means a 100% yield; for example, 0.34 means a 34% yield). The reactants are [NH2:1][C:2]1[CH:7]=[CH:6][C:5]([C:8]2[CH:13]=[CH:12][CH:11]=[C:10]([Cl:14])[CH:9]=2)=[CH:4][C:3]=1[C:15](=[O:17])[CH3:16].[BH4-].[Na+].C(OCC)(=O)C. The catalyst is CO. The product is [NH2:1][C:2]1[CH:7]=[CH:6][C:5]([C:8]2[CH:13]=[CH:12][CH:11]=[C:10]([Cl:14])[CH:9]=2)=[CH:4][C:3]=1[CH:15]([OH:17])[CH3:16]. The yield is 0.580.